This data is from Reaction yield outcomes from USPTO patents with 853,638 reactions. The task is: Predict the reaction yield, written as a fraction of the theoretical maximum amount of product (1.0 means a 100% yield; for example, 0.34 means a 34% yield). (1) The reactants are [Br:1]Br.[Cl:3][C:4]1[CH:9]=[CH:8][C:7]([C:10]([C:12]2[CH:13]=[N:14][C:15]([NH:18][CH3:19])=[CH:16][CH:17]=2)=[O:11])=[CH:6][CH:5]=1.C([O-])(O)=O.[Na+]. The catalyst is C(O)(=O)C. The product is [Br:1][C:16]1[CH:17]=[C:12]([C:10]([C:7]2[CH:6]=[CH:5][C:4]([Cl:3])=[CH:9][CH:8]=2)=[O:11])[CH:13]=[N:14][C:15]=1[NH:18][CH3:19]. The yield is 0.620. (2) The reactants are [Cl:1][C:2]1[CH:3]=[CH:4][C:5]([O:10][CH2:11][CH:12]([CH3:14])[CH3:13])=[C:6]([CH:9]=1)C=O.C1C=C(Cl)C=C(C(OO)=[O:23])C=1.[OH-].[Na+].Cl. The catalyst is ClCCl. The product is [Cl:1][C:2]1[CH:3]=[CH:4][C:5]([O:10][CH2:11][CH:12]([CH3:14])[CH3:13])=[C:6]([OH:23])[CH:9]=1. The yield is 0.960. (3) The reactants are [C:1]1([CH:7]([NH:19][S:20]([CH2:23][C:24]2[CH:29]=[CH:28][CH:27]=[CH:26][CH:25]=2)(=[O:22])=[O:21])[C:8]([O:10][C@@H:11]2[CH:16]3[CH2:17][CH2:18][N:13]([CH2:14][CH2:15]3)[CH2:12]2)=[O:9])[CH:6]=[CH:5][CH:4]=[CH:3][CH:2]=1.[Br:30][CH2:31][C:32]([C:34]1[CH:39]=[CH:38][CH:37]=[CH:36][CH:35]=1)=[O:33]. The yield is 0.820. The catalyst is CCOC(C)=O. The product is [Br-:30].[O:33]=[C:32]([C:34]1[CH:39]=[CH:38][CH:37]=[CH:36][CH:35]=1)[CH2:31][N+:13]12[CH2:18][CH2:17][CH:16]([CH2:15][CH2:14]1)[C@@H:11]([O:10][C:8](=[O:9])[CH:7]([C:1]1[CH:2]=[CH:3][CH:4]=[CH:5][CH:6]=1)[NH:19][S:20]([CH2:23][C:24]1[CH:25]=[CH:26][CH:27]=[CH:28][CH:29]=1)(=[O:22])=[O:21])[CH2:12]2. (4) The reactants are [CH3:1][N:2]1[CH2:7][CH2:6][N:5]([C:8]2[N:13]=[C:12]3[N:14]([Si](C(C)C)(C(C)C)C(C)C)[CH:15]=[CH:16][C:11]3=[CH:10][CH:9]=2)[CH2:4][CH2:3]1.[CH3:27][N:28](C=O)C.ClS(N=C=O)(=O)=O.CCOC(C)=O. The catalyst is C(#N)C. The product is [CH3:1][N:2]1[CH2:3][CH2:4][N:5]([C:8]2[N:13]=[C:12]3[NH:14][CH:15]=[C:16]([C:27]#[N:28])[C:11]3=[CH:10][CH:9]=2)[CH2:6][CH2:7]1. The yield is 0.550. (5) The catalyst is C1COCC1.CO.O.[Cl-].[Na+].O. The reactants are [CH3:1][O:2][CH2:3][CH2:4][CH2:5][C:6]1[S:10][C:9]([C:11]2[CH:16]=[CH:15][CH:14]=[CH:13][CH:12]=2)=[N:8][C:7]=1[C:17]([O:19]CC)=[O:18].[Li+].[OH-].Cl. The product is [CH3:1][O:2][CH2:3][CH2:4][CH2:5][C:6]1[S:10][C:9]([C:11]2[CH:16]=[CH:15][CH:14]=[CH:13][CH:12]=2)=[N:8][C:7]=1[C:17]([OH:19])=[O:18]. The yield is 0.990.